Predict the reactants needed to synthesize the given product. From a dataset of Retrosynthesis with 50K atom-mapped reactions and 10 reaction types from USPTO. (1) Given the product Cc1cc(N2CCCC2=O)ccc1-c1ccc(C(=O)N2CCc3cc4c(cc32)C2(CCN(C3CCCC3)CC2)CO4)cc1, predict the reactants needed to synthesize it. The reactants are: BrC1CCCC1.Cc1cc(N2CCCC2=O)ccc1-c1ccc(C(=O)N2CCc3cc4c(cc32)C2(CCNCC2)CO4)cc1. (2) Given the product COC(=O)c1ccc(-c2cccc(CO)c2)cc1, predict the reactants needed to synthesize it. The reactants are: COC(=O)c1ccc(-c2cccc(C=O)c2)cc1. (3) Given the product COC(=O)N1CCC(C)(N2CCC(n3c(=O)[nH]c4ccc(C)cc43)CC2)C1, predict the reactants needed to synthesize it. The reactants are: COC(=O)Cl.Cc1ccc2[nH]c(=O)n(C3CCN(C4(C)CCNC4)CC3)c2c1. (4) Given the product COCCNC(=O)c1c(O)c2ncc(Cc3ccc(F)cc3)cc2n(CCCS(C)(=O)=O)c1=O, predict the reactants needed to synthesize it. The reactants are: CCOC(=O)c1c(O)c2ncc(Cc3ccc(F)cc3)cc2n(CCCS(C)(=O)=O)c1=O.COCCN. (5) Given the product COC(=O)/C=C/c1ncc(C(F)(F)F)cc1CN(Cc1cc(C(F)(F)F)cc(C(F)(F)F)c1)c1nnn(C)n1, predict the reactants needed to synthesize it. The reactants are: C=CC(=O)OC.Cn1nnc(N(Cc2cc(C(F)(F)F)cc(C(F)(F)F)c2)Cc2cc(C(F)(F)F)cnc2Cl)n1.